Dataset: Full USPTO retrosynthesis dataset with 1.9M reactions from patents (1976-2016). Task: Predict the reactants needed to synthesize the given product. (1) Given the product [P:1]([O:5][CH2:11][CH3:12])([O:4][CH2:30][CH3:31])([O:3][CH2:14][O:15][C:16]1[C:21]([CH:22]([CH3:24])[CH3:23])=[CH:20][CH:19]=[CH:18][C:17]=1[CH:25]([CH:27]1[CH2:29][CH2:28]1)[CH3:26])=[O:2], predict the reactants needed to synthesize it. The reactants are: [P:1]([O-:5])([O-:4])([O-:3])=[O:2].C(N([CH2:11][CH3:12])CC)C.Cl[CH2:14][O:15][C:16]1[C:21]([CH:22]([CH3:24])[CH3:23])=[CH:20][CH:19]=[CH:18][C:17]=1[CH:25]([CH:27]1[CH2:29][CH2:28]1)[CH3:26].[C:30](#N)[CH3:31]. (2) The reactants are: [ClH:1].[N:2]12[CH2:11][CH:6]3[CH2:7][CH:8]([CH2:10][CH:4]([C@@H:5]3[NH2:12])[CH2:3]1)[CH2:9]2.[S:13]1[C:17]2=[CH:18][N:19]=[C:20]([C:22](O)=[O:23])[CH:21]=[C:16]2[CH:15]=[CH:14]1.N. Given the product [ClH:1].[ClH:1].[N:2]12[CH2:11][CH:6]3[CH2:7][CH:8]([CH2:10][CH:4]([C@@H:5]3[NH:12][C:22]([C:20]3[CH:21]=[C:16]4[CH:15]=[CH:14][S:13][C:17]4=[CH:18][N:19]=3)=[O:23])[CH2:3]1)[CH2:9]2, predict the reactants needed to synthesize it. (3) Given the product [CH3:1][C:2]1[CH:3]=[C:4]([N:11]2[CH2:12][CH2:13][O:14][CH2:15][CH2:16]2)[CH:5]=[CH:6][C:7]=1[NH2:8], predict the reactants needed to synthesize it. The reactants are: [CH3:1][C:2]1[CH:3]=[C:4]([N:11]2[CH2:16][CH2:15][O:14][CH2:13][CH2:12]2)[CH:5]=[CH:6][C:7]=1[N+:8]([O-])=O. (4) Given the product [NH2:7][C@H:8]([C:10]1[CH:11]=[C:12]([CH2:16][C@@H:17]([NH:19][C:20]2[N:29]=[CH:28][C:27]3[C:22](=[CH:23][CH:24]=[C:25]([C:30]4[CH:35]=[CH:34][CH:33]=[CH:32][C:31]=4[CH3:36])[CH:26]=3)[N:21]=2)[CH3:18])[CH:13]=[CH:14][CH:15]=1)[CH3:9], predict the reactants needed to synthesize it. The reactants are: C(OC(=O)[NH:7][C@H:8]([C:10]1[CH:15]=[CH:14][CH:13]=[C:12]([CH2:16][C@@H:17]([NH:19][C:20]2[N:29]=[CH:28][C:27]3[C:22](=[CH:23][CH:24]=[C:25]([C:30]4[CH:35]=[CH:34][CH:33]=[CH:32][C:31]=4[CH3:36])[CH:26]=3)[N:21]=2)[CH3:18])[CH:11]=1)[CH3:9])(C)(C)C.Cl. (5) Given the product [ClH:35].[NH2:5][C@H:9]([C:10]([NH:12][C@@H:13]([CH2:21][CH2:22][C:23]1[CH:24]=[CH:25][CH:26]=[CH:27][CH:28]=1)/[CH:14]=[CH:15]/[C:16]([N:18]([CH3:20])[CH3:19])=[O:17])=[O:11])[CH3:29], predict the reactants needed to synthesize it. The reactants are: CC([N:5]([C@@H:9]([CH3:29])[C:10]([NH:12][C@@H:13]([CH2:21][CH2:22][C:23]1[CH:28]=[CH:27][CH:26]=[CH:25][CH:24]=1)/[CH:14]=[CH:15]/[C:16]([N:18]([CH3:20])[CH3:19])=[O:17])=[O:11])C(=O)[O-])(C)C.C([O-])(O)=O.[Na+].[ClH:35]. (6) Given the product [CH3:15][O:14][C:1](=[O:13])[CH:2]=[CH:3][C:4]1[CH:12]=[CH:11][C:9]([O:10][CH2:34][C:32]([O:17][CH3:16])=[O:33])=[C:6]([O:7][CH3:8])[CH:5]=1, predict the reactants needed to synthesize it. The reactants are: [C:1]([O:14][CH3:15])(=[O:13])/[CH:2]=[CH:3]/[C:4]1[CH:12]=[CH:11][C:9]([OH:10])=[C:6]([O:7][CH3:8])[CH:5]=1.[C:16]([O-])([O-])=[O:17].[K+].[K+].[I-].[Na+].P(O)([O-])([O-])=O.[Na+].[Na+].C[C:32]([CH3:34])=[O:33].